Predict which catalyst facilitates the given reaction. From a dataset of Catalyst prediction with 721,799 reactions and 888 catalyst types from USPTO. (1) Reactant: [CH2:1]([NH2:4])[CH2:2][CH3:3].C(N(CC)CC)C.O1CCCC1.[C:17](Cl)(=[O:24])[C:18]1[CH:23]=[CH:22][CH:21]=[CH:20][CH:19]=1. The catalyst class is: 22. Product: [CH2:1]([NH:4][C:17](=[O:24])[C:18]1[CH:23]=[CH:22][CH:21]=[CH:20][CH:19]=1)[CH2:2][CH3:3]. (2) Reactant: Cl[CH2:2][C:3]1[CH:8]=[CH:7][CH:6]=[C:5]([O:9][CH3:10])[C:4]=1[O:11][CH3:12].[C:13]([O:17][CH2:18][CH3:19])(=[O:16])[CH:14]=[CH2:15].C(N(CCCC)CCCC)CCC. Product: [CH3:12][O:11][C:4]1[C:5]([O:9][CH3:10])=[CH:6][CH:7]=[CH:8][C:3]=1[CH2:2]/[CH:15]=[CH:14]/[C:13]([O:17][CH2:18][CH3:19])=[O:16]. The catalyst class is: 167. (3) Reactant: [F:1][C:2]1[CH:7]=[CH:6][C:5]([N:8]2[CH2:14][CH2:13][CH2:12][CH:11]([C:15](=[N:17][OH:18])[NH2:16])[CH2:10][C:9]2=[O:19])=[CH:4][CH:3]=1.[F:20][C:21]1[CH:29]=[CH:28][C:24]([C:25](Cl)=[O:26])=[CH:23][CH:22]=1.CCN(C(C)C)C(C)C. Product: [F:1][C:2]1[CH:7]=[CH:6][C:5]([N:8]2[CH2:14][CH2:13][CH2:12][CH:11]([C:15](=[N:17][O:18][C:25]([C:24]3[CH:28]=[CH:29][C:21]([F:20])=[CH:22][CH:23]=3)=[O:26])[NH2:16])[CH2:10][C:9]2=[O:19])=[CH:4][CH:3]=1. The catalyst class is: 2. (4) Reactant: [C:1]1([NH2:8])[CH:6]=[CH:5][CH:4]=[CH:3][C:2]=1[NH2:7].C1N=CN([C:14](N2C=NC=C2)=[O:15])C=1. Product: [NH:7]1[C:2]2[CH:3]=[CH:4][CH:5]=[CH:6][C:1]=2[NH:8][C:14]1=[O:15]. The catalyst class is: 9. (5) Reactant: [CH3:1][Si:2]([CH3:13])([CH3:12])[C:3]1[CH:11]=[CH:10][C:6]([C:7]([OH:9])=O)=[CH:5][CH:4]=1.CC([N:18]([C:22]1[CH:27]=[CH:26][C:25]([C:28]2[S:29][CH:30]=[CH:31][CH:32]=2)=[CH:24][C:23]=1[NH2:33])C(=O)[O-])(C)C.C(Cl)CCl.C1C=CC2N(O)N=NC=2C=1.C(O)(C(F)(F)F)=O.C([O-])(O)=O.[Na+]. Product: [NH2:18][C:22]1[CH:27]=[CH:26][C:25]([C:28]2[S:29][CH:30]=[CH:31][CH:32]=2)=[CH:24][C:23]=1[NH:33][C:7](=[O:9])[C:6]1[CH:5]=[CH:4][C:3]([Si:2]([CH3:1])([CH3:13])[CH3:12])=[CH:11][CH:10]=1. The catalyst class is: 3. (6) Reactant: Br[C:2]1[CH:3]=[C:4]([N:8]2[CH2:12][CH2:11][CH2:10][CH2:9]2)[CH:5]=[CH:6][CH:7]=1.[B:13](OC(C)C)([O:18]C(C)C)[O:14]C(C)C.[Li]CCCC. Product: [N:8]1([C:4]2[CH:3]=[C:2]([B:13]([OH:18])[OH:14])[CH:7]=[CH:6][CH:5]=2)[CH2:12][CH2:11][CH2:10][CH2:9]1. The catalyst class is: 247. (7) Reactant: C1(C)C=CC(S(O)(=O)=O)=CC=1.[F:12][C:13]1[CH:14]=[C:15]([C:19]2[CH:20]=[CH:21][C:22]3[O:26][CH2:25][C:24](=O)[C:23]=3[CH:28]=2)[CH:16]=[CH:17][CH:18]=1.[NH2:29][C:30]1[CH:31]=[C:32]([CH:41]=[CH:42][CH:43]=1)[O:33][CH2:34][C:35]([O:37][CH:38]([CH3:40])[CH3:39])=[O:36].C([BH3-])#N.[Na+]. Product: [F:12][C:13]1[CH:14]=[C:15]([C:19]2[CH:20]=[CH:21][C:22]3[O:26][CH2:25][CH:24]([NH:29][C:30]4[CH:31]=[C:32]([CH:41]=[CH:42][CH:43]=4)[O:33][CH2:34][C:35]([O:37][CH:38]([CH3:39])[CH3:40])=[O:36])[C:23]=3[CH:28]=2)[CH:16]=[CH:17][CH:18]=1. The catalyst class is: 5. (8) Reactant: [N:1]1[CH:6]=[CH:5][C:4]([CH2:7][O:8][C:9]2[CH:18]=[C:17]3[C:12]([C:13](=O)[NH:14][CH:15]=[N:16]3)=[CH:11][CH:10]=2)=[CH:3][CH:2]=1.S(Cl)([Cl:22])=O. Product: [ClH:22].[Cl:22][C:13]1[C:12]2[C:17](=[CH:18][C:9]([O:8][CH2:7][C:4]3[CH:5]=[CH:6][N:1]=[CH:2][CH:3]=3)=[CH:10][CH:11]=2)[N:16]=[CH:15][N:14]=1. The catalyst class is: 3. (9) Reactant: [O:1]=[C:2]1[C:14]2[NH:13][C:12]3[C:7](=[CH:8][C:9]([C:15]([O:17][CH3:18])=[O:16])=[CH:10][CH:11]=3)[C:6]=2[CH2:5][CH2:4][CH2:3]1.[H-].[Na+].[CH:21](OC)=[O:22].Cl. Product: [CH3:18][O:17][C:15]([C:9]1[CH:8]=[C:7]2[C:12](=[CH:11][CH:10]=1)[NH:13][C:14]1[C:2](=[O:1])[C:3](=[CH:21][OH:22])[CH2:4][CH2:5][C:6]2=1)=[O:16]. The catalyst class is: 7. (10) Reactant: [Cl:1][C:2]1[S:6][C:5]([C:7]2[O:11][N:10]=[C:9]([CH2:12][N:13]3[C:17]4[CH:18]=[CH:19][CH:20]=[C:21]([C:22]([OH:24])=[O:23])[C:16]=4[N:15]=[C:14]3[C:25](=[O:36])[NH:26][CH:27]3[CH2:32][CH2:31][N:30]([CH:33]([CH3:35])[CH3:34])[CH2:29][CH2:28]3)[CH:8]=2)=[CH:4][CH:3]=1.C([O-])([O-])=O.[K+].[K+].Cl[CH2:44][C:45]([OH:47])=[O:46]. Product: [C:45]([CH2:44][O:23][C:22]([C:21]1[C:16]2[N:15]=[C:14]([C:25](=[O:36])[NH:26][CH:27]3[CH2:32][CH2:31][N:30]([CH:33]([CH3:34])[CH3:35])[CH2:29][CH2:28]3)[N:13]([CH2:12][C:9]3[CH:8]=[C:7]([C:5]4[S:6][C:2]([Cl:1])=[CH:3][CH:4]=4)[O:11][N:10]=3)[C:17]=2[CH:18]=[CH:19][CH:20]=1)=[O:24])([OH:47])=[O:46]. The catalyst class is: 3.